Dataset: Full USPTO retrosynthesis dataset with 1.9M reactions from patents (1976-2016). Task: Predict the reactants needed to synthesize the given product. (1) Given the product [C:22]1([C@@H:20]([N:13]2[C@@H:8]3[C@H:7]([CH2:12][CH2:11][CH2:10][CH2:9]3)[CH2:6][C@H:14]2[C:15]([O:17][CH2:18][CH3:19])=[O:16])[CH3:21])[CH:27]=[CH:26][CH:25]=[CH:24][CH:23]=1, predict the reactants needed to synthesize it. The reactants are: CS(O[CH2:6][C@H:7]1[CH2:12][CH2:11][CH2:10][CH2:9][C@@H:8]1[N:13]([C@H:20]([C:22]1[CH:27]=[CH:26][CH:25]=[CH:24][CH:23]=1)[CH3:21])[CH2:14][C:15]([O:17][CH2:18][CH3:19])=[O:16])(=O)=O.CC(C)([O-])C.[Na+]. (2) Given the product [CH2:9]([N:16]1[CH:6]=[C:5]([CH2:4][CH2:3][CH2:2][C:1]([OH:8])=[O:7])[N:18]=[N:17]1)[C:10]1[CH:15]=[CH:14][CH:13]=[CH:12][CH:11]=1, predict the reactants needed to synthesize it. The reactants are: [C:1]([OH:8])(=[O:7])[CH2:2][CH2:3][CH2:4][C:5]#[CH:6].[CH2:9]([N:16]=[N+:17]=[N-:18])[C:10]1[CH:15]=[CH:14][CH:13]=[CH:12][CH:11]=1.